From a dataset of Catalyst prediction with 721,799 reactions and 888 catalyst types from USPTO. Predict which catalyst facilitates the given reaction. (1) Reactant: FC(F)(F)C(O)=O.C(OC([N:15]1[CH2:20][CH2:19][CH:18]([N:21]([CH2:23][C:24]2[CH:33]=[CH:32][C:27]3[O:28][CH2:29][CH2:30][O:31][C:26]=3[CH:25]=2)[CH3:22])[CH2:17][CH2:16]1)=O)(C)(C)C. Product: [O:28]1[C:27]2[CH:32]=[CH:33][C:24]([CH2:23][N:21]([CH3:22])[CH:18]3[CH2:17][CH2:16][NH:15][CH2:20][CH2:19]3)=[CH:25][C:26]=2[O:31][CH2:30][CH2:29]1. The catalyst class is: 4. (2) Reactant: [NH2:1][CH2:2][CH2:3][CH2:4][N:5]([CH3:22])[CH2:6][CH2:7][CH2:8][NH:9][C:10]1[C:19](=[O:20])[C:14]2[N:15]=[C:16]([CH3:18])[S:17][C:13]=2[C:12](=[O:21])[CH:11]=1.CO[C:25]1[C:44](=[O:45])[C:29]2[N:30]=[C:31]([C:33]([NH:35][C:36]3[CH:41]=[CH:40][C:39]([O:42][CH3:43])=[CH:38][CH:37]=3)=[O:34])[S:32][C:28]=2[C:27](=[O:46])[CH:26]=1. Product: [CH3:43][O:42][C:39]1[CH:38]=[CH:37][C:36]([NH:35][C:33]([C:31]2[S:32][C:28]3[C:27](=[O:46])[CH:26]=[C:25]([NH:1][CH2:2][CH2:3][CH2:4][N:5]([CH3:22])[CH2:6][CH2:7][CH2:8][NH:9][C:10]4[C:19](=[O:20])[C:14]5[N:15]=[C:16]([CH3:18])[S:17][C:13]=5[C:12](=[O:21])[CH:11]=4)[C:44](=[O:45])[C:29]=3[N:30]=2)=[O:34])=[CH:41][CH:40]=1. The catalyst class is: 8.